From a dataset of CYP2C9 inhibition data for predicting drug metabolism from PubChem BioAssay. Regression/Classification. Given a drug SMILES string, predict its absorption, distribution, metabolism, or excretion properties. Task type varies by dataset: regression for continuous measurements (e.g., permeability, clearance, half-life) or binary classification for categorical outcomes (e.g., BBB penetration, CYP inhibition). Dataset: cyp2c9_veith. The compound is N#CCCn1c(=O)c(-c2cccs2)nc2cnc(N3CCNCC3)nc21. The result is 1 (inhibitor).